Dataset: Reaction yield outcomes from USPTO patents with 853,638 reactions. Task: Predict the reaction yield, written as a fraction of the theoretical maximum amount of product (1.0 means a 100% yield; for example, 0.34 means a 34% yield). (1) The reactants are [F:1][C:2]1([C:10](=[O:33])[NH:11][CH2:12][CH2:13][CH2:14][O:15][CH2:16][CH2:17][O:18][CH2:19][CH2:20][O:21][CH2:22][CH2:23][CH2:24][NH:25]C(=O)OC(C)(C)C)[CH2:9][CH2:8][CH2:7][CH2:6][CH2:5][C:4]#[C:3]1.C(O)(C(F)(F)F)=O. The catalyst is C(Cl)Cl. The product is [NH2:25][CH2:24][CH2:23][CH2:22][O:21][CH2:20][CH2:19][O:18][CH2:17][CH2:16][O:15][CH2:14][CH2:13][CH2:12][NH:11][C:10]([C:2]1([F:1])[CH2:9][CH2:8][CH2:7][CH2:6][CH2:5][C:4]#[C:3]1)=[O:33]. The yield is 0.960. (2) The reactants are [CH3:1][C:2]1[C:7]([N+:8]([O-:10])=[O:9])=[CH:6][CH:5]=[CH:4][C:3]=1[CH2:11][C:12]([OH:14])=O.[CH2:15]([NH2:18])[CH2:16][CH3:17].CN(C)CCCN=C=NCC.C(N(CC)CC)C. The catalyst is CN(C=O)C. The product is [CH3:1][C:2]1[C:7]([N+:8]([O-:10])=[O:9])=[CH:6][CH:5]=[CH:4][C:3]=1[CH2:11][C:12]([NH:18][CH2:15][CH2:16][CH3:17])=[O:14]. The yield is 0.790.